Dataset: Catalyst prediction with 721,799 reactions and 888 catalyst types from USPTO. Task: Predict which catalyst facilitates the given reaction. Reactant: [CH3:1][C:2]1[C:6]([S:7]([NH2:10])(=[O:9])=[O:8])=[C:5]([CH3:11])[O:4][N:3]=1.[F:12][C:13]1[CH:41]=[CH:40][C:16]([CH2:17][O:18][C:19]2[CH:24]=[CH:23][CH:22]=[CH:21][C:20]=2[C:25]2[N:26]([C:31]3[CH:32]=[C:33]([CH:37]=[CH:38][CH:39]=3)[C:34](O)=[O:35])[C:27]([CH3:30])=[CH:28][CH:29]=2)=[CH:15][CH:14]=1.C(C1NC=CN=1)(C1NC=CN=1)=O.C(N(C(C)C)CC)(C)C. The catalyst class is: 4. Product: [F:12][C:13]1[CH:41]=[CH:40][C:16]([CH2:17][O:18][C:19]2[CH:24]=[CH:23][CH:22]=[CH:21][C:20]=2[C:25]2[N:26]([C:31]3[CH:32]=[C:33]([CH:37]=[CH:38][CH:39]=3)[C:34]([NH:10][S:7]([C:6]3[C:2]([CH3:1])=[N:3][O:4][C:5]=3[CH3:11])(=[O:9])=[O:8])=[O:35])[C:27]([CH3:30])=[CH:28][CH:29]=2)=[CH:15][CH:14]=1.